Dataset: Experimentally validated miRNA-target interactions with 360,000+ pairs, plus equal number of negative samples. Task: Binary Classification. Given a miRNA mature sequence and a target amino acid sequence, predict their likelihood of interaction. (1) The miRNA is hsa-miR-1296-5p with sequence UUAGGGCCCUGGCUCCAUCUCC. The protein sequence of the target gene is MNMTQARVLVAAVVGLVAVLLYASIHKIEEGHLAVYYRGGALLTSPSGPGYHIMLPFITTFRSVQTTLQTDEVKNVPCGTSGGVMIYIDRIEVVNMLAPYAVFDIVRNYTADYDKTLIFNKIHHELNQFCSAHTLQEVYIELFDQIDENLKQALQKDLNLMAPGLTIQAVRVTKPKIPEAIRRNFELMEAEKTKLLIAAQKQKVVEKEAETERKKAVIEAEKIAQVAKIRFQQKVMEKETEKRISEIEDAAFLAREKAKADAEYYAAHKYATSNKHKLTPEYLELKKYQAIASNSKIYFG.... Result: 0 (no interaction). (2) The miRNA is hsa-miR-302f with sequence UAAUUGCUUCCAUGUUU. Result: 1 (interaction). The protein sequence of the target gene is MDGVTPTLSTIRGRTLESSTLHVTPRSLDRNKDQITNIFSGFAGLLAILLVVAVFCILWNWNKRKKRQVPYLRVTVMPLLTLPQTRQRAKNIYDILPWRQEDLGRHESRSMRIFSTESLLSRNSESPEHVPSQAGNAFQEHTAHIHATEYAVGIYDNAMVPQMCGNLTPSAHCINVRASRDCASISSEDSHDYVNVPTAEEIAETLASTKSPSRNLFVLPSTQKLEFTEERDEGCGDAGDCTSLYSPGAEDSDSLSNGEGSSQISNDYVNMTGLDLSAIQERQLWVAFQCCRDYENVPAA....